From a dataset of Forward reaction prediction with 1.9M reactions from USPTO patents (1976-2016). Predict the product of the given reaction. (1) Given the reactants [F:1][C:2]1[CH:7]=[C:6]([I:8])[CH:5]=[CH:4][C:3]=1[NH:9][C:10]1[CH:18]=[N:17][CH:16]=[CH:15][C:11]=1[C:12]([OH:14])=O.[OH:19][C:20]1[CH:21]=[C:22]([CH:25]=[CH:26][CH:27]=1)[CH2:23][NH2:24], predict the reaction product. The product is: [F:1][C:2]1[CH:7]=[C:6]([I:8])[CH:5]=[CH:4][C:3]=1[NH:9][C:10]1[CH:18]=[N:17][CH:16]=[CH:15][C:11]=1[C:12]([NH:24][CH2:23][C:22]1[CH:25]=[CH:26][CH:27]=[C:20]([OH:19])[CH:21]=1)=[O:14]. (2) Given the reactants C(N(CC)CC)C.Cl.[NH2:9][CH2:10][C:11]([C:13]1[CH:18]=[CH:17][CH:16]=[CH:15][CH:14]=1)=[O:12].Cl[C:20](=[O:26])[C:21]([O:23][CH2:24][CH3:25])=[O:22], predict the reaction product. The product is: [O:26]=[C:20]([NH:9][CH2:10][C:11](=[O:12])[C:13]1[CH:18]=[CH:17][CH:16]=[CH:15][CH:14]=1)[C:21]([O:23][CH2:24][CH3:25])=[O:22]. (3) The product is: [OH:14][C:15]1[CH:20]=[CH:19][C:18]([C:21]2[N:13]([CH2:12][CH2:11][CH2:10][O:9][CH:6]([CH3:8])[CH3:7])[C:24]([C:26]3[CH:27]=[CH:28][C:29]([C:30]([OH:32])=[O:31])=[CH:33][CH:34]=3)=[CH:23][CH:22]=2)=[CH:17][CH:16]=1. Given the reactants N1C=CC=C1.[CH:6]([O:9][CH2:10][CH2:11][CH2:12][NH2:13])([CH3:8])[CH3:7].[OH:14][C:15]1[CH:20]=[CH:19][C:18]([C:21](=O)[CH2:22][CH2:23][C:24]([C:26]2[CH:34]=[CH:33][C:29]([C:30]([OH:32])=[O:31])=[CH:28][CH:27]=2)=O)=[CH:17][CH:16]=1, predict the reaction product. (4) Given the reactants [CH3:1][C:2]1[C:6]([CH2:7][S:8][CH2:9][C:10]([OH:12])=O)=[C:5]([CH3:13])[O:4][N:3]=1.[C:14]1([N:20]2[CH2:25][CH2:24][NH:23][CH2:22][CH2:21]2)[CH:19]=[CH:18][CH:17]=[CH:16][CH:15]=1.CCN(CC)CC.C(P1(=O)OP(CCC)(=O)OP(CCC)(=O)O1)CC, predict the reaction product. The product is: [CH3:1][C:2]1[C:6]([CH2:7][S:8][CH2:9][C:10]([N:23]2[CH2:24][CH2:25][N:20]([C:14]3[CH:19]=[CH:18][CH:17]=[CH:16][CH:15]=3)[CH2:21][CH2:22]2)=[O:12])=[C:5]([CH3:13])[O:4][N:3]=1. (5) Given the reactants [N:1]1([C:7]2[CH:8]=[CH:9][C:10]3[N:11]([C:13]([C:16]([F:19])([F:18])[F:17])=[N:14][N:15]=3)[N:12]=2)[CH2:6][CH2:5][NH:4][CH2:3][CH2:2]1.[CH:20]1[C:29]2[CH:28]=[CH:27][CH:26]=[C:25]([CH:30]=O)[C:24]=2[CH:23]=[CH:22][N:21]=1, predict the reaction product. The product is: [F:19][C:16]([F:17])([F:18])[C:13]1[N:11]2[N:12]=[C:7]([N:1]3[CH2:2][CH2:3][N:4]([CH2:30][C:25]4[CH:26]=[CH:27][CH:28]=[C:29]5[C:24]=4[CH:23]=[CH:22][N:21]=[CH:20]5)[CH2:5][CH2:6]3)[CH:8]=[CH:9][C:10]2=[N:15][N:14]=1. (6) Given the reactants [C:1]([C:5]1[N:9]([CH2:10][CH:11]2[CH2:16][CH2:15][O:14][CH2:13][CH2:12]2)[C:8]2[CH:17]=[CH:18][C:19]([S:21](Cl)(=[O:23])=[O:22])=[CH:20][C:7]=2[N:6]=1)([CH3:4])([CH3:3])[CH3:2].[F:25][C:26]1([F:30])[CH2:29][NH:28][CH2:27]1, predict the reaction product. The product is: [C:1]([C:5]1[N:9]([CH2:10][CH:11]2[CH2:16][CH2:15][O:14][CH2:13][CH2:12]2)[C:8]2[CH:17]=[CH:18][C:19]([S:21]([N:28]3[CH2:29][C:26]([F:30])([F:25])[CH2:27]3)(=[O:23])=[O:22])=[CH:20][C:7]=2[N:6]=1)([CH3:4])([CH3:3])[CH3:2]. (7) Given the reactants [N+:1]([C:4]1[CH:5]=[C:6]2[C:11](=[O:12])[O:10][C:8](=O)[C:7]2=[CH:13][CH:14]=1)([O-:3])=[O:2].[NH2:15][CH2:16][C:17]([OH:19])=[O:18], predict the reaction product. The product is: [N+:1]([C:4]1[CH:5]=[C:6]2[C:11](=[O:12])[N:15]([CH2:16][C:17]([OH:19])=[O:18])[C:8](=[O:10])[C:7]2=[CH:13][CH:14]=1)([O-:3])=[O:2]. (8) Given the reactants [CH:1]1([C:4]2[N:5]=[CH:6][C:7]([C:15]([OH:17])=O)=[N:8][C:9]=2[O:10][CH2:11][CH:12]2[CH2:14][CH2:13]2)[CH2:3][CH2:2]1.[NH2:18][C@@H:19]([CH2:23][CH:24]1[CH2:26][CH2:25]1)[C:20]([NH2:22])=[O:21], predict the reaction product. The product is: [C:20]([C@@H:19]([NH:18][C:15]([C:7]1[CH:6]=[N:5][C:4]([CH:1]2[CH2:2][CH2:3]2)=[C:9]([O:10][CH2:11][CH:12]2[CH2:13][CH2:14]2)[N:8]=1)=[O:17])[CH2:23][CH:24]1[CH2:26][CH2:25]1)(=[O:21])[NH2:22]. (9) Given the reactants [H-].[Na+].[CH2:3]([OH:7])[CH2:4][C:5]#[CH:6].Cl[CH2:9][C:10]([N:12]1[CH2:31][CH2:30][C:15]2[N:16]=[C:17]([NH:20][CH:21]3[CH2:29][C:28]4[C:23](=[CH:24][CH:25]=[CH:26][CH:27]=4)[CH2:22]3)[N:18]=[CH:19][C:14]=2[CH2:13]1)=[O:11].C(=O)(O)[O-].[Na+], predict the reaction product. The product is: [CH2:3]([O:7][CH2:9][C:10]([N:12]1[CH2:31][CH2:30][C:15]2[N:16]=[C:17]([NH:20][CH:21]3[CH2:22][C:23]4[C:28](=[CH:27][CH:26]=[CH:25][CH:24]=4)[CH2:29]3)[N:18]=[CH:19][C:14]=2[CH2:13]1)=[O:11])[CH2:4][C:5]#[CH:6]. (10) Given the reactants O[CH:2]([CH2:13][CH2:14][CH2:15][CH2:16][CH2:17][CH3:18])[CH2:3][O:4][C:5]1[CH:12]=[CH:11][CH:10]=[CH:9][C:6]=1C#N.[N-:19]=[N+:20]=[N-:21].[Na+].Cl.C([N:26]([CH2:29]C)CC)C.[OH-:31].[Na+], predict the reaction product. The product is: [CH2:3]([O:4][C:5]1[CH:6]=[CH:9][C:10]([C:29]2[NH:26][N:21]=[N:20][N:19]=2)=[C:11]([OH:31])[CH:12]=1)[CH2:2][CH2:13][CH2:14][CH2:15][CH2:16][CH2:17][CH3:18].